From a dataset of Full USPTO retrosynthesis dataset with 1.9M reactions from patents (1976-2016). Predict the reactants needed to synthesize the given product. (1) Given the product [Cl:1][C:2]1[CH:19]=[CH:18][C:17]([C:20]2[CH:24]=[C:23]([CH3:25])[N:22]([CH2:34][CH2:33][OH:35])[N:21]=2)=[CH:16][C:3]=1[C:4]([NH:6][CH2:7][C:8]1([OH:15])[CH2:14][CH2:13][CH2:12][CH2:11][CH2:10][CH2:9]1)=[O:5], predict the reactants needed to synthesize it. The reactants are: [Cl:1][C:2]1[CH:19]=[CH:18][C:17]([C:20]2[CH:24]=[C:23]([CH3:25])[NH:22][N:21]=2)=[CH:16][C:3]=1[C:4]([NH:6][CH2:7][C:8]1([OH:15])[CH2:14][CH2:13][CH2:12][CH2:11][CH2:10][CH2:9]1)=[O:5].C(=O)([O-])[O-].[Cs+].[Cs+].Br[CH:33]([OH:35])[CH3:34]. (2) The reactants are: [N+:1]([C:4]1[CH:9]=[CH:8][C:7]([C:10]2[CH:15]=[CH:14][N:13]=[C:12]([C:16]3[CH:21]=[CH:20][C:19]([C:22]([F:25])([F:24])[F:23])=[CH:18][CH:17]=3)[N:11]=2)=[CH:6][CH:5]=1)([O-])=O.[Na].O.O.Cl.FC(F)(F)C1C=CC(C(N)=N)=CC=1. Given the product [F:25][C:22]([F:23])([F:24])[C:19]1[CH:18]=[CH:17][C:16]([C:12]2[N:11]=[C:10]([C:7]3[CH:8]=[CH:9][C:4]([NH2:1])=[CH:5][CH:6]=3)[CH:15]=[CH:14][N:13]=2)=[CH:21][CH:20]=1, predict the reactants needed to synthesize it. (3) Given the product [F:1][C:2]1[CH:3]=[C:4]([CH:5]=[CH:6][C:7]=1[F:8])[O:9][CH2:10][CH:12]1[CH2:13][O:14]1, predict the reactants needed to synthesize it. The reactants are: [F:1][C:2]1[CH:3]=[C:4]([OH:9])[CH:5]=[CH:6][C:7]=1[F:8].[CH2:10]([CH:12]1[O:14][CH2:13]1)Cl. (4) Given the product [CH:23]1[C:24]2[CH:25]([CH2:27][O:28][C:29]([NH:31][C:32]([CH3:37])([CH3:36])[C:33]([NH:12][C:9]3[CH:10]=[CH:11][C:6]([CH:5]=[CH:4][C:3]([OH:2])=[O:13])=[CH:7][CH:8]=3)=[O:34])=[O:30])[C:26]3[C:18](=[CH:17][CH:16]=[CH:15][CH:14]=3)[C:19]=2[CH:20]=[CH:21][CH:22]=1, predict the reactants needed to synthesize it. The reactants are: C[O:2][C:3](=[O:13])[CH:4]=[CH:5][C:6]1[CH:11]=[CH:10][C:9]([NH2:12])=[CH:8][CH:7]=1.[CH:14]1[C:26]2[CH:25]([CH2:27][O:28][C:29]([NH:31][C:32]([CH3:37])([CH3:36])[C:33](O)=[O:34])=[O:30])[C:24]3[C:19](=[CH:20][CH:21]=[CH:22][CH:23]=3)[C:18]=2[CH:17]=[CH:16][CH:15]=1.[OH-].[Na+].